This data is from Catalyst prediction with 721,799 reactions and 888 catalyst types from USPTO. The task is: Predict which catalyst facilitates the given reaction. (1) Reactant: [CH2:1]([O:3][C:4](=[O:26])[C:5]1[CH:10]=[CH:9][C:8]([O:11][C:12]2[CH:17]=[CH:16][C:15]([Br:18])=[C:14]([CH:19]3OCC[O:20]3)[CH:13]=2)=[CH:7][C:6]=1[O:24][CH3:25])[CH3:2].Cl. Product: [CH2:1]([O:3][C:4](=[O:26])[C:5]1[CH:10]=[CH:9][C:8]([O:11][C:12]2[CH:17]=[CH:16][C:15]([Br:18])=[C:14]([CH:19]=[O:20])[CH:13]=2)=[CH:7][C:6]=1[O:24][CH3:25])[CH3:2]. The catalyst class is: 49. (2) Reactant: C([O:8][C:9]1[CH:14]=[CH:13][N:12]([CH2:15][C:16]([O:18][C:19]([CH3:22])([CH3:21])[CH3:20])=[O:17])[C:11](=[O:23])[CH:10]=1)C1C=CC=CC=1. Product: [OH:8][C:9]1[CH:14]=[CH:13][N:12]([CH2:15][C:16]([O:18][C:19]([CH3:21])([CH3:20])[CH3:22])=[O:17])[C:11](=[O:23])[CH:10]=1. The catalyst class is: 349. (3) Reactant: Cl[S:2]([C:5]1[CH:6]=[C:7]2[C:11](=[CH:12][CH:13]=1)[NH:10][C:9](=[O:14])[CH2:8]2)(=[O:4])=[O:3].[NH:15]1[CH2:20][CH2:19][O:18][CH2:17][CH2:16]1. The catalyst class is: 4. Product: [O:18]1[CH2:19][CH2:20][N:15]([S:2]([C:5]2[CH:6]=[C:7]3[C:11](=[CH:12][CH:13]=2)[NH:10][C:9](=[O:14])[CH2:8]3)(=[O:4])=[O:3])[CH2:16][CH2:17]1. (4) Reactant: [Cl:1][C:2]1[CH:27]=[CH:26][C:5]([O:6][C:7]2[CH:12]=[CH:11][C:10]([C:13]([OH:21])([CH3:20])[CH2:14][N:15]3[CH:19]=[N:18][CH:17]=[N:16]3)=[C:9]([C:22]([F:25])([F:24])[F:23])[CH:8]=2)=[CH:4][CH:3]=1.[H-].[Na+].[CH3:30]I.[Cl-].[Na+]. Product: [Cl:1][C:2]1[CH:3]=[CH:4][C:5]([O:6][C:7]2[CH:12]=[CH:11][C:10]([C:13]([O:21][CH3:30])([CH3:20])[CH2:14][N:15]3[CH:19]=[N:18][CH:17]=[N:16]3)=[C:9]([C:22]([F:25])([F:23])[F:24])[CH:8]=2)=[CH:26][CH:27]=1. The catalyst class is: 1. (5) Reactant: [N+:1]([C:4]1[CH:5]=[C:6]([C:10]2([C:13]#[N:14])[CH2:12][CH2:11]2)[CH:7]=[CH:8][CH:9]=1)([O-])=O. Product: [NH2:1][C:4]1[CH:5]=[C:6]([C:10]2([C:13]#[N:14])[CH2:11][CH2:12]2)[CH:7]=[CH:8][CH:9]=1. The catalyst class is: 19. (6) Reactant: [C:1]([CH:5]1[CH2:12][CH2:11][CH2:10][C:9](=[CH:13][C:14](OCC)=[O:15])[CH:8]([O:19][SiH:20]([CH3:22])[CH3:21])[CH2:7][CH2:6]1)([CH3:4])([CH3:3])[CH3:2].[H-].[Li+].CC(C[AlH]CC(C)C)C.[Cl-].[NH4+].[C@H](O)(C([O-])=O)[C@@H](O)C([O-])=O.[Na+].[K+]. Product: [C:1]([CH:5]1[CH2:12][CH2:11][CH2:10][C:9](=[CH:13][CH2:14][OH:15])[CH:8]([O:19][SiH:20]([CH3:22])[CH3:21])[CH2:7][CH2:6]1)([CH3:4])([CH3:2])[CH3:3]. The catalyst class is: 11.